This data is from Forward reaction prediction with 1.9M reactions from USPTO patents (1976-2016). The task is: Predict the product of the given reaction. (1) Given the reactants CC(C[AlH]CC(C)C)C.C1(C)C=CC=CC=1.C([O:19][C:20](=O)/[CH:21]=[C:22](/[C:24]1[CH:29]=[CH:28][C:27]([C:30]2[CH:35]=[CH:34][C:33](/[C:36](/[CH3:48])=[CH:37]/[CH2:38][O:39][CH2:40][Si:41]([C:44]([CH3:47])([CH3:46])[CH3:45])([CH3:43])[CH3:42])=[CH:32][CH:31]=2)=[CH:26][CH:25]=1)\[CH3:23])C.Cl, predict the reaction product. The product is: [Si:41]([CH2:40][O:39][CH2:38]/[CH:37]=[C:36](/[C:33]1[CH:32]=[CH:31][C:30]([C:27]2[CH:28]=[CH:29][C:24](/[C:22](/[CH3:23])=[CH:21]/[CH2:20][OH:19])=[CH:25][CH:26]=2)=[CH:35][CH:34]=1)\[CH3:48])([C:44]([CH3:47])([CH3:46])[CH3:45])([CH3:43])[CH3:42]. (2) Given the reactants [NH2:1][C:2]1[C:3](C#N)=[N:4][C:5]([Br:9])=[CH:6][C:7]=1[Br:8].O.[C:13](=[O:16])(O)[O-:14].[Na+], predict the reaction product. The product is: [NH2:1][C:2]1[C:3]([C:13]([OH:14])=[O:16])=[N:4][C:5]([Br:9])=[CH:6][C:7]=1[Br:8]. (3) Given the reactants [OH:1][C:2]1[CH:7]=[CH:6][C:5]([S:8]([OH:11])(=[O:10])=O)=[CH:4][CH:3]=1.C(Cl)(=O)C([Cl:15])=O.[C:18]([O:21]C(=O)C)(=O)[CH3:19], predict the reaction product. The product is: [C:18]([O:1][C:2]1[CH:3]=[CH:4][C:5]([S:8]([Cl:15])(=[O:10])=[O:11])=[CH:6][CH:7]=1)(=[O:21])[CH3:19]. (4) Given the reactants CS(Cl)(=O)=O.[Cl:6][C:7]1[C:8]([C:13]2[CH:21]=[C:20]([C:22]([F:25])([F:24])[F:23])[CH:19]=[CH:18][C:14]=2[C:15]([OH:17])=O)=[N:9][CH:10]=[CH:11][CH:12]=1.[NH2:26][C:27]1[C:35]([CH3:36])=[CH:34][C:33](/[CH:37]=[N:38]/[NH:39][C:40](=[O:42])[NH2:41])=[CH:32][C:28]=1[C:29](O)=[O:30].C([O-])([O-])=O.[K+].[K+], predict the reaction product. The product is: [Cl:6][C:7]1[C:8]([C:13]2[CH:21]=[C:20]([C:22]([F:25])([F:24])[F:23])[CH:19]=[CH:18][C:14]=2[C:15]2[O:17][C:29](=[O:30])[C:28]3[CH:32]=[C:33]([CH:37]=[N:38][NH:39][C:40]([NH2:41])=[O:42])[CH:34]=[C:35]([CH3:36])[C:27]=3[N:26]=2)=[N:9][CH:10]=[CH:11][CH:12]=1.